Dataset: Catalyst prediction with 721,799 reactions and 888 catalyst types from USPTO. Task: Predict which catalyst facilitates the given reaction. (1) Reactant: [CH3:1][N:2]1[CH2:7][CH2:6][N:5]([C:8]2[CH:15]=[CH:14][CH:13]=[CH:12][C:9]=2[C:10]#[N:11])[CH2:4][CH2:3]1.N. Product: [CH3:1][N:2]1[CH2:7][CH2:6][N:5]([C:8]2[CH:15]=[CH:14][CH:13]=[CH:12][C:9]=2[CH2:10][NH2:11])[CH2:4][CH2:3]1. The catalyst class is: 29. (2) Reactant: [CH2:1]([O:8][C@@H:9]1[CH2:13][C@H:12]([OH:14])[C@@H:11]([C:15]2[N:19]([CH3:20])[N:18]=[CH:17][CH:16]=2)[CH2:10]1)[C:2]1[CH:7]=[CH:6][CH:5]=[CH:4][CH:3]=1.C(N(C(C)C)CC)(C)C.[CH3:30][O:31][CH2:32]Cl.O. Product: [CH2:1]([O:8][C@H:9]1[CH2:10][C@H:11]([C:15]2[N:19]([CH3:20])[N:18]=[CH:17][CH:16]=2)[C@@H:12]([O:14][CH2:30][O:31][CH3:32])[CH2:13]1)[C:2]1[CH:3]=[CH:4][CH:5]=[CH:6][CH:7]=1. The catalyst class is: 4. (3) Reactant: [N+:1]([C:4]1[N:5]=[CH:6][NH:7][CH:8]=1)([O-])=O.Br[CH2:10][CH2:11][OH:12]. Product: [NH2:1][C:4]1[N:5]=[CH:6][N:7]([CH2:10][CH2:11][OH:12])[CH:8]=1. The catalyst class is: 3. (4) Reactant: COC1C=CC(P2(SP(C3C=CC(OC)=CC=3)(=S)S2)=[S:10])=CC=1.O=[C:24]1[C@H:30]([NH:31][C:32](=[O:41])[O:33][CH2:34][C:35]2[CH:40]=[CH:39][CH:38]=[CH:37][CH:36]=2)[CH2:29][CH2:28][C:27]2[CH:42]=[CH:43][CH:44]=[CH:45][C:26]=2[NH:25]1. Product: [S:10]=[C:24]1[CH:30]([NH:31][C:32](=[O:41])[O:33][CH2:34][C:35]2[CH:40]=[CH:39][CH:38]=[CH:37][CH:36]=2)[CH2:29][CH2:28][C:27]2[CH:42]=[CH:43][CH:44]=[CH:45][C:26]=2[NH:25]1. The catalyst class is: 11. (5) Reactant: [C:1]([Si:5]([CH3:24])([CH3:23])[O:6][C:7]1[C:8]([F:22])=[C:9](/[CH:14]=[N:15]/[S@@:16]([C:18]([CH3:21])([CH3:20])[CH3:19])=[O:17])[CH:10]=[CH:11][C:12]=1[Cl:13])([CH3:4])([CH3:3])[CH3:2].[CH2:25]1COC[CH2:26]1.CC[Mg+].[Br-]. Product: [C:1]([Si:5]([CH3:24])([CH3:23])[O:6][C:7]1[C:8]([F:22])=[C:9]([C@H:14]([NH:15][S@@:16]([C:18]([CH3:21])([CH3:20])[CH3:19])=[O:17])[CH2:25][CH3:26])[CH:10]=[CH:11][C:12]=1[Cl:13])([CH3:4])([CH3:3])[CH3:2]. The catalyst class is: 2.